From a dataset of Forward reaction prediction with 1.9M reactions from USPTO patents (1976-2016). Predict the product of the given reaction. (1) Given the reactants N[C:2]1[C:7]([N+:8]([O-:10])=[O:9])=[CH:6][CH:5]=[CH:4][C:3]=1[OH:11].O1CCOCC1.N([O-])=O.[Na+].[BrH:22], predict the reaction product. The product is: [Br:22][C:2]1[C:7]([N+:8]([O-:10])=[O:9])=[CH:6][CH:5]=[CH:4][C:3]=1[OH:11]. (2) Given the reactants [C:1]([O:5][C:6](=[O:22])[CH2:7][CH2:8][CH2:9][CH2:10][CH2:11][CH2:12][CH2:13][CH2:14][CH2:15][CH2:16][CH2:17][CH2:18][CH2:19][CH2:20]Br)([CH3:4])([CH3:3])[CH3:2].[CH3:23][O:24][C:25](=[O:40])[C:26]1[CH:38]=[CH:37][C:36]([OH:39])=[C:28]([C:29]([O:31][C:32]([CH3:35])([CH3:34])[CH3:33])=[O:30])[CH:27]=1.C([O-])([O-])=O.[K+].[K+].C(#N)C, predict the reaction product. The product is: [CH3:23][O:24][C:25](=[O:40])[C:26]1[CH:38]=[CH:37][C:36]([O:39][CH2:20][CH2:19][CH2:18][CH2:17][CH2:16][CH2:15][CH2:14][CH2:13][CH2:12][CH2:11][CH2:10][CH2:9][CH2:8][CH2:7][C:6]([O:5][C:1]([CH3:4])([CH3:3])[CH3:2])=[O:22])=[C:28]([C:29]([O:31][C:32]([CH3:35])([CH3:33])[CH3:34])=[O:30])[CH:27]=1. (3) Given the reactants Cl[C:2]1[C:3](=[O:10])[N:4]([CH3:9])[N:5]=[CH:6][C:7]=1[Cl:8].[O-]S([O-])(=S)=O.[Na+].[Na+], predict the reaction product. The product is: [Cl:8][C:7]1[CH:6]=[N:5][N:4]([CH3:9])[C:3](=[O:10])[CH:2]=1. (4) Given the reactants C([C:5]1[CH:6]=[CH:7][C:8]2[C:9]3[C:10](=[N:26][N:27]([CH2:30][CH3:31])[C:28]=3[CH3:29])[C:11]([N:19](C([O-])=O)C([O-])=O)=[N:12][C:13]=2[C:14]=1C(C)(C)C)(C)(C)C.C([C:36]1[CH:37]=[CH:38][C:39]2[C:40]3[C:41](=[N:57][N:58]([CH2:61][CH2:62]C)[C:59]=3C)[C:42]([N:50](C([O-])=O)C([O-])=O)=[N:43][C:44]=2[C:45]=1C(C)(C)C)(C)(C)C.[O:64]=[C:65]1[CH2:70][CH2:69][N:68]([C:71](OC(C)(C)C)=O)[CH2:67][CH2:66]1.C1(=O)CCC1, predict the reaction product. The product is: [NH2:19][C:11]1[C:10]2=[N:26][N:27]([CH2:30][CH3:31])[C:28]([CH2:29][C:65]3([OH:64])[CH2:70][CH2:69][NH:68][CH2:67][CH2:66]3)=[C:9]2[C:8]2[CH:7]=[CH:6][CH:5]=[CH:14][C:13]=2[N:12]=1.[NH2:50][C:42]1[C:41]2=[N:57][N:58]([CH2:61][CH3:62])[C:59]([CH2:71][N:68]3[CH2:67][CH2:66][CH:65]([OH:64])[CH2:70][CH2:69]3)=[C:40]2[C:39]2[CH:38]=[CH:37][CH:36]=[CH:45][C:44]=2[N:43]=1. (5) Given the reactants CN1[CH2:7][CH2:6][N:5]([CH2:8][CH2:9][CH2:10][OH:11])[CH2:4][CH2:3]1.BrCCC[OH:16].N1CCOCC1, predict the reaction product. The product is: [N:5]1([CH2:8][CH2:9][CH2:10][OH:11])[CH2:6][CH2:7][O:16][CH2:3][CH2:4]1. (6) Given the reactants [Cl:1][C:2]1[CH:3]=[C:4]([C:12]2[O:16][N:15]=[C:14]([C:17]3[C:18]([CH3:27])=[C:19]4[C:24](=[CH:25][CH:26]=3)[CH2:23][NH:22][CH2:21][CH2:20]4)[N:13]=2)[CH:5]=[N:6][C:7]=1[O:8][CH:9]([CH3:11])[CH3:10].CN(C([O:35]N1N=NC2C=CC=NC1=2)=[N+](C)C)C.F[P-](F)(F)(F)(F)F.CCN(C(C)C)C(C)C.[C:61]([NH:68][C:69](=O)[CH2:70]N)([O:63][C:64]([CH3:67])([CH3:66])[CH3:65])=[O:62], predict the reaction product. The product is: [Cl:1][C:2]1[CH:3]=[C:4]([C:12]2[O:16][N:15]=[C:14]([C:17]3[C:18]([CH3:27])=[C:19]4[C:24](=[CH:25][CH:26]=3)[CH2:23][N:22]([C:70](=[O:35])[CH2:69][NH:68][C:61](=[O:62])[O:63][C:64]([CH3:67])([CH3:66])[CH3:65])[CH2:21][CH2:20]4)[N:13]=2)[CH:5]=[N:6][C:7]=1[O:8][CH:9]([CH3:10])[CH3:11]. (7) Given the reactants [CH3:1][O:2][C:3]1[CH:8]=[CH:7][C:6]([S:9]([N:12]2[CH2:17][CH2:16][N:15]([CH2:18][C:19]3[NH:28][C:27](=[O:29])[C:26]4[C:21](=[CH:22][CH:23]=[CH:24][CH:25]=4)[N:20]=3)[CH2:14][CH2:13]2)(=[O:11])=[O:10])=[CH:5][CH:4]=1.[CH:30]1(O)[CH2:35][CH2:34][CH2:33][CH2:32][CH2:31]1, predict the reaction product. The product is: [CH:30]1([O:29][C:27]2[C:26]3[C:21](=[CH:22][CH:23]=[CH:24][CH:25]=3)[N:20]=[C:19]([CH2:18][N:15]3[CH2:14][CH2:13][N:12]([S:9]([C:6]4[CH:5]=[CH:4][C:3]([O:2][CH3:1])=[CH:8][CH:7]=4)(=[O:10])=[O:11])[CH2:17][CH2:16]3)[N:28]=2)[CH2:35][CH2:34][CH2:33][CH2:32][CH2:31]1. (8) Given the reactants [NH4+:1].[Cl-].[OH-].[Na+].[NH4+].[OH-].[NH:7]1[CH:11]=[CH:10][CH:9]=[C:8]1[C:12]([O:14][CH2:15][CH3:16])=[O:13].[O-]Cl.[Na+], predict the reaction product. The product is: [NH2:1][N:7]1[CH:11]=[CH:10][CH:9]=[C:8]1[C:12]([O:14][CH2:15][CH3:16])=[O:13]. (9) Given the reactants [Li]CCCC.[CH2:6]([N:13]([CH2:20][C:21]1[CH:26]=[CH:25][CH:24]=[CH:23][CH:22]=1)[CH2:14][C:15]([O:17][CH2:18][CH3:19])=[O:16])[C:7]1[CH:12]=[CH:11][CH:10]=[CH:9][CH:8]=1.[C:27](Cl)(=[O:30])[CH2:28][CH3:29], predict the reaction product. The product is: [CH2:20]([N:13]([CH2:6][C:7]1[CH:8]=[CH:9][CH:10]=[CH:11][CH:12]=1)[C@@H:14]([C:27](=[O:30])[CH2:28][CH3:29])[C:15]([O:17][CH2:18][CH3:19])=[O:16])[C:21]1[CH:22]=[CH:23][CH:24]=[CH:25][CH:26]=1.